From a dataset of Peptide-MHC class I binding affinity with 185,985 pairs from IEDB/IMGT. Regression. Given a peptide amino acid sequence and an MHC pseudo amino acid sequence, predict their binding affinity value. This is MHC class I binding data. (1) The peptide sequence is VLMLVAHYA. The MHC is HLA-A02:01 with pseudo-sequence HLA-A02:01. The binding affinity (normalized) is 0.825. (2) The peptide sequence is MMAWRMMRY. The MHC is HLA-B51:01 with pseudo-sequence HLA-B51:01. The binding affinity (normalized) is 0.0847.